From a dataset of Catalyst prediction with 721,799 reactions and 888 catalyst types from USPTO. Predict which catalyst facilitates the given reaction. (1) Reactant: Cl[C:2]1[C:11]2[C:6](=[C:7]([NH:12][S:13]([C:16]3[CH:21]=[CH:20][CH:19]=[CH:18][CH:17]=3)(=[O:15])=[O:14])[CH:8]=[CH:9][CH:10]=2)[N:5]=[CH:4][CH:3]=1.[CH2:22]([NH:24][CH2:25][CH3:26])[CH3:23].CCN(C(C)C)C(C)C. Product: [CH2:22]([N:24]([CH2:25][CH3:26])[C:2]1[C:11]2[C:6](=[C:7]([NH:12][S:13]([C:16]3[CH:21]=[CH:20][CH:19]=[CH:18][CH:17]=3)(=[O:15])=[O:14])[CH:8]=[CH:9][CH:10]=2)[N:5]=[CH:4][CH:3]=1)[CH3:23]. The catalyst class is: 51. (2) Reactant: C(OC(=NC(C)C)NC(C)C)(C)(C)C.[C:15]([O:18][C@H:19]([C@@H:23]([O:40][C:41](=[O:43])[CH3:42])[C:24](N(CC(Cl)C)CC1C=CC(OC)=CC=1)=[O:25])[C:20](O)=[O:21])(=[O:17])[CH3:16]. Product: [C:15]([O:18][CH:19]([CH:23]([O:40][C:41](=[O:43])[CH3:42])[CH:24]=[O:25])[CH:20]=[O:21])(=[O:17])[CH3:16]. The catalyst class is: 1. (3) Reactant: [Br:1][CH2:2][CH2:3][CH2:4][CH2:5][C:6]([CH3:21])([C:15]1[CH:20]=[CH:19][CH:18]=[CH:17][CH:16]=1)[CH2:7][O:8][CH:9]1[CH2:14][CH2:13][CH2:12][CH2:11][O:10]1.O1C=CCC[CH2:23]1.O.C1(C)C=CC(S(O)(=O)=O)=CC=1. Product: [Br:1][CH2:2][CH2:3][CH2:4][CH2:5][C:6]([CH3:21])([C:15]1[CH:16]=[CH:17][C:18]([CH3:23])=[CH:19][CH:20]=1)[CH2:7][O:8][CH:9]1[CH2:14][CH2:13][CH2:12][CH2:11][O:10]1. The catalyst class is: 2.